Task: Predict the reactants needed to synthesize the given product.. Dataset: Full USPTO retrosynthesis dataset with 1.9M reactions from patents (1976-2016) Given the product [CH2:1]([N:8]1[C:16]2[C:11](=[CH:12][CH:13]=[CH:14][CH:15]=2)[C:10]([OH:17])([C:18]2[CH:23]=[C:22]([CH3:24])[C:21]([OH:25])=[C:20]([CH3:33])[CH:19]=2)[C:9]1=[O:34])[C:2]1[CH:7]=[CH:6][CH:5]=[CH:4][CH:3]=1, predict the reactants needed to synthesize it. The reactants are: [CH2:1]([N:8]1[C:16]2[C:11](=[CH:12][CH:13]=[CH:14][CH:15]=2)[C:10]([C:18]2[CH:23]=[C:22]([CH3:24])[C:21]([O:25][Si](C(C)(C)C)(C)C)=[C:20]([CH3:33])[CH:19]=2)([OH:17])[C:9]1=[O:34])[C:2]1[CH:7]=[CH:6][CH:5]=[CH:4][CH:3]=1.C(OCC)(=O)C.